Dataset: Catalyst prediction with 721,799 reactions and 888 catalyst types from USPTO. Task: Predict which catalyst facilitates the given reaction. (1) Reactant: [Si]([O:8][CH2:9][C:10]1([CH3:35])[S:16][CH2:15][CH2:14][N:13]2[C:17]([C:20]3([C:23]4[CH:28]=[CH:27][C:26]([C:29]5[N:30]=[N:31][CH:32]=[CH:33][CH:34]=5)=[CH:25][CH:24]=4)[CH2:22][CH2:21]3)=[N:18][N:19]=[C:12]2[CH2:11]1)(C(C)(C)C)(C)C.Cl. Product: [CH3:35][C:10]1([CH2:9][OH:8])[S:16][CH2:15][CH2:14][N:13]2[C:17]([C:20]3([C:23]4[CH:24]=[CH:25][C:26]([C:29]5[N:30]=[N:31][CH:32]=[CH:33][CH:34]=5)=[CH:27][CH:28]=4)[CH2:22][CH2:21]3)=[N:18][N:19]=[C:12]2[CH2:11]1. The catalyst class is: 5. (2) Reactant: [H-].[Na+].[NH:3]1[C:7]2[CH:8]=[CH:9][CH:10]=[CH:11][C:6]=2[N:5]=[N:4]1.I[CH2:13][CH2:14][CH2:15][CH2:16][CH2:17][CH2:18][CH2:19][CH3:20].[OH-].[Na+]. Product: [CH2:13]([N:4]1[N:5]=[C:6]2[CH:11]=[CH:10][CH:9]=[CH:8][C:7]2=[N:3]1)[CH2:14][CH2:15][CH2:16][CH2:17][CH2:18][CH2:19][CH3:20]. The catalyst class is: 9. (3) Reactant: C(O[C@@H]([C:11]1[C:16]([CH3:17])=[CH:15][N:14]2[N:18]=[C:19]([C:21]([O:23]C)=[O:22])[CH:20]=[C:13]2[C:12]=1[C:25]1[C:26]([CH3:36])=[C:27]2[C:32](=[C:33]([F:35])[CH:34]=1)[O:31][CH2:30][CH2:29][CH2:28]2)C(OC)=O)(C)(C)C.[OH-:37].[Na+].[OH2:39]. Product: [C:12]([O:37][C@@H:29]([C:20]1[C:19]([C:21]([OH:23])=[O:22])=[N:18][N:14]2[CH:15]=[C:16]([CH3:17])[CH:11]=[C:12]([C:25]3[C:26]([CH3:36])=[C:27]4[C:32](=[C:33]([F:35])[CH:34]=3)[O:31][CH2:30][CH2:29][CH2:28]4)[C:13]=12)[C:30]([O:31][CH3:32])=[O:39])([CH3:25])([CH3:13])[CH3:11]. The catalyst class is: 92. (4) Reactant: [CH2:1]([C@@:3]12[CH2:27][CH2:26][C@@:25]([C:29]([F:32])([F:31])[F:30])([OH:28])[CH2:24][C@H:4]1[CH2:5][CH2:6][CH2:7][C:8]1[C:9]2=[CH:10][C:11]2[CH:12]=[N:13][N:14]([C:17]3[CH:22]=[CH:21][C:20](F)=[CH:19][CH:18]=3)[C:15]=2[CH:16]=1)[CH3:2].[CH3:33][S-:34].[Na+]. Product: [CH2:1]([C@@:3]12[CH2:27][CH2:26][C@@:25]([C:29]([F:32])([F:31])[F:30])([OH:28])[CH2:24][C@H:4]1[CH2:5][CH2:6][CH2:7][C:8]1[C:9]2=[CH:10][C:11]2[CH:12]=[N:13][N:14]([C:17]3[CH:22]=[CH:21][C:20]([S:34][CH3:33])=[CH:19][CH:18]=3)[C:15]=2[CH:16]=1)[CH3:2]. The catalyst class is: 80. (5) Reactant: Cl.Cl[CH2:3][CH2:4][N:5]1[CH2:10][CH2:9][O:8][CH2:7][CH2:6]1.[OH-].[K+].[CH3:13][C:14]1[NH:15][C:16]2[C:21]([CH:22]=1)=[CH:20][CH:19]=[CH:18][N:17]=2. Product: [CH3:13][C:14]1[N:15]([CH2:3][CH2:4][N:5]2[CH2:10][CH2:9][O:8][CH2:7][CH2:6]2)[C:16]2=[N:17][CH:18]=[CH:19][CH:20]=[C:21]2[CH:22]=1. The catalyst class is: 16. (6) Reactant: C(N(CC)CC)C.[CH3:8][N:9]([CH3:36])[C:10]1[CH:15]=[CH:14][C:13]([C:16]2[CH:17]=[C:18]3[C:23](=[CH:24][CH:25]=2)[N:22]=[C:21]([O:26][CH2:27][CH2:28][O:29][CH2:30][CH2:31][O:32][CH2:33][CH2:34][OH:35])[CH:20]=[CH:19]3)=[CH:12][CH:11]=1.[CH3:37][C:38]1[CH:43]=[CH:42][C:41]([S:44](O[S:44]([C:41]2[CH:42]=[CH:43][C:38]([CH3:37])=[CH:39][CH:40]=2)(=[O:46])=[O:45])(=[O:46])=[O:45])=[CH:40][CH:39]=1.O. Product: [CH3:37][C:38]1[CH:43]=[CH:42][C:41]([S:44]([O:35][CH2:34][CH2:33][O:32][CH2:31][CH2:30][O:29][CH2:28][CH2:27][O:26][C:21]2[CH:20]=[CH:19][C:18]3[C:23](=[CH:24][CH:25]=[C:16]([C:13]4[CH:14]=[CH:15][C:10]([N:9]([CH3:36])[CH3:8])=[CH:11][CH:12]=4)[CH:17]=3)[N:22]=2)(=[O:46])=[O:45])=[CH:40][CH:39]=1. The catalyst class is: 154. (7) Reactant: [F:1][C:2]1[C:10]2[C:5](=[CH:6][CH:7]=[C:8]([C:11]3[CH:12]=[C:13]([NH:17][C@H:18]([C:25]4[CH:30]=[CH:29][CH:28]=[CH:27][CH:26]=4)[CH2:19][NH:20][C:21](=O)[CH2:22][OH:23])[CH:14]=[N:15][CH:16]=3)[CH:9]=2)[NH:4][N:3]=1. Product: [F:1][C:2]1[C:10]2[C:5](=[CH:6][CH:7]=[C:8]([C:11]3[CH:12]=[C:13]([NH:17][C@H:18]([C:25]4[CH:30]=[CH:29][CH:28]=[CH:27][CH:26]=4)[CH2:19][NH:20][CH2:21][CH2:22][OH:23])[CH:14]=[N:15][CH:16]=3)[CH:9]=2)[NH:4][N:3]=1. The catalyst class is: 1. (8) Product: [CH3:9][O:8][C:4]1[CH:3]=[C:2]([C:13]2[CH:14]=[N:15][CH:16]=[CH:17][CH:18]=2)[CH:7]=[CH:6][CH:5]=1. Reactant: Br[C:2]1[CH:3]=[C:4]([O:8][CH3:9])[CH:5]=[CH:6][CH:7]=1.C(B(CC)[C:13]1[CH:14]=[N:15][CH:16]=[CH:17][CH:18]=1)C.C(=O)([O-])[O-].[Na+].[Na+]. The catalyst class is: 30. (9) Product: [O:25]1[CH2:30][CH2:29][CH:28]([NH:1][CH2:2][CH2:3][NH:4][C:5]2[N:10]3[N:11]=[C:12]([CH3:23])[C:13]([C:14]4[C:15]([CH3:22])=[CH:16][C:17]([Cl:21])=[CH:18][C:19]=4[CH3:20])=[C:9]3[N:8]=[C:7]([CH3:24])[CH:6]=2)[CH2:27][CH2:26]1. Reactant: [NH2:1][CH2:2][CH2:3][NH:4][C:5]1[N:10]2[N:11]=[C:12]([CH3:23])[C:13]([C:14]3[C:19]([CH3:20])=[CH:18][C:17]([Cl:21])=[CH:16][C:15]=3[CH3:22])=[C:9]2[N:8]=[C:7]([CH3:24])[CH:6]=1.[O:25]1[CH2:30][CH2:29][C:28](=O)[CH2:27][CH2:26]1.C(O[BH-](OC(=O)C)OC(=O)C)(=O)C.[Na+].C(O)(=O)C. The catalyst class is: 68. (10) Reactant: [C:1](NCCCl)([O:3][C:4]([CH3:7])([CH3:6])[CH3:5])=[O:2].[CH3:12][CH2:13][N:14](CC)CC.C(Cl)Cl. Product: [C:1]([CH2:12][CH2:13][NH2:14])([O:3][C:4]([CH3:5])([CH3:6])[CH3:7])=[O:2]. The catalyst class is: 3.